Task: Predict the product of the given reaction.. Dataset: Forward reaction prediction with 1.9M reactions from USPTO patents (1976-2016) (1) Given the reactants O.[OH-].[Li+].[CH3:4][CH:5]1[C:13]2([C:21]3[C:16](=[N:17][CH:18]=[CH:19][CH:20]=3)[NH:15][C:14]2=[O:22])[CH2:12][C:11]2[C:6]1=[CH:7][CH:8]=[C:9]([C:23]([O-:25])=[O:24])[CH:10]=2.CO, predict the reaction product. The product is: [CH3:4][CH:5]1[C:13]2([C:21]3[C:16](=[N:17][CH:18]=[CH:19][CH:20]=3)[NH:15][C:14]2=[O:22])[CH2:12][C:11]2[C:6]1=[CH:7][CH:8]=[C:9]([C:23]([OH:25])=[O:24])[CH:10]=2. (2) Given the reactants Br[C:2]1[C:8]([F:9])=[CH:7][C:6]([N+:10]([O-:12])=[O:11])=[CH:5][C:3]=1[NH2:4].B1([CH:24]2[CH2:26][CH2:25]2)OC(=O)CN(C)CC(=O)O1.P(C1CCCCC1)(C1CCCCC1)C1CCCCC1.C([O-])([O-])=O.[Cs+].[Cs+], predict the reaction product. The product is: [CH:24]1([C:2]2[C:8]([F:9])=[CH:7][C:6]([N+:10]([O-:12])=[O:11])=[CH:5][C:3]=2[NH2:4])[CH2:26][CH2:25]1.